Dataset: Peptide-MHC class I binding affinity with 185,985 pairs from IEDB/IMGT. Task: Regression. Given a peptide amino acid sequence and an MHC pseudo amino acid sequence, predict their binding affinity value. This is MHC class I binding data. (1) The peptide sequence is ITMTTVYHI. The MHC is HLA-A02:02 with pseudo-sequence HLA-A02:02. The binding affinity (normalized) is 0.727. (2) The peptide sequence is FSVQRNLPF. The MHC is HLA-B07:02 with pseudo-sequence HLA-B07:02. The binding affinity (normalized) is 0.0847. (3) The peptide sequence is FRRVAHSSL. The MHC is BoLA-HD6 with pseudo-sequence BoLA-HD6. The binding affinity (normalized) is 0.331. (4) The peptide sequence is IELPEKDSW. The MHC is HLA-B35:03 with pseudo-sequence HLA-B35:03. The binding affinity (normalized) is 0. (5) The peptide sequence is APRRRDEEL. The MHC is HLA-B18:01 with pseudo-sequence HLA-B18:01. The binding affinity (normalized) is 0.0847. (6) The peptide sequence is CVFAYVGCY. The MHC is HLA-A68:01 with pseudo-sequence HLA-A68:01. The binding affinity (normalized) is 0.231. (7) The peptide sequence is KSYFTNAAL. The MHC is HLA-A02:06 with pseudo-sequence HLA-A02:06. The binding affinity (normalized) is 0.132. (8) The peptide sequence is TRKIRSEEL. The MHC is HLA-B35:01 with pseudo-sequence HLA-B35:01. The binding affinity (normalized) is 0.0847. (9) The peptide sequence is IEETNMITL. The MHC is HLA-B40:01 with pseudo-sequence HLA-B40:01. The binding affinity (normalized) is 0.771. (10) The peptide sequence is AYIDNYNKV. The MHC is HLA-B18:01 with pseudo-sequence HLA-B18:01. The binding affinity (normalized) is 0.